Predict the reaction yield, written as a fraction of the theoretical maximum amount of product (1.0 means a 100% yield; for example, 0.34 means a 34% yield). From a dataset of Reaction yield outcomes from USPTO patents with 853,638 reactions. The reactants are [CH3:1][O:2][C:3](=[O:29])/[C:4](/[CH3:28])=[CH:5]/[C:6]1[CH:27]=[CH:26][C:9]2[C:10]3[N:14]([CH2:15][CH2:16][O:17][C:8]=2[CH:7]=1)[CH:13]=[C:12]([C:18]1[N:19]([CH:23]([CH3:25])[CH3:24])[N:20]=[CH:21][N:22]=1)[N:11]=3. The catalyst is [Pd]. The product is [CH3:1][O:2][C:3](=[O:29])[CH:4]([CH3:28])[CH2:5][C:6]1[CH:27]=[CH:26][C:9]2[C:10]3[N:14]([CH2:15][CH2:16][O:17][C:8]=2[CH:7]=1)[CH:13]=[C:12]([C:18]1[N:19]([CH:23]([CH3:24])[CH3:25])[N:20]=[CH:21][N:22]=1)[N:11]=3. The yield is 0.820.